From a dataset of Catalyst prediction with 721,799 reactions and 888 catalyst types from USPTO. Predict which catalyst facilitates the given reaction. (1) Reactant: CC1C=C(C)C=C(C)C=1S(O[CH2:14][C@@H:15]([NH:17][S:18]([C:21]1[C:26]([CH3:27])=[CH:25][C:24]([CH3:28])=[CH:23][C:22]=1[CH3:29])(=[O:20])=[O:19])[CH3:16])(=O)=O.[CH3:30][C:31]1[C:40]2[N:39]=[CH:38][CH:37]=[CH:36][C:35]=2[C:34]([NH2:41])=[CH:33][CH:32]=1. Product: [CH3:27][C:26]1[CH:25]=[C:24]([CH3:28])[CH:23]=[C:22]([CH3:29])[C:21]=1[S:18]([NH:17][C@@H:15]([CH3:16])[CH2:14][NH:41][C:34]1[CH:33]=[CH:32][C:31]([CH3:30])=[C:40]2[C:35]=1[CH:36]=[CH:37][CH:38]=[N:39]2)(=[O:19])=[O:20]. The catalyst class is: 37. (2) Reactant: [CH3:1][N:2]([CH:10]1[CH2:15][CH2:14][NH:13][CH2:12][CH2:11]1)[C:3](=[O:9])[O:4][C:5]([CH3:8])([CH3:7])[CH3:6].[N:16]1([C:21]2[CH:22]=[C:23]([CH:26]=[CH:27][N:28]=2)[CH:24]=O)[CH2:20][CH2:19][CH2:18][CH2:17]1.C(O)(=O)C.C(O[BH-](OC(=O)C)OC(=O)C)(=O)C.[Na+].C(=O)([O-])O.[Na+]. Product: [CH3:1][N:2]([CH:10]1[CH2:11][CH2:12][N:13]([CH2:24][C:23]2[CH:26]=[CH:27][N:28]=[C:21]([N:16]3[CH2:20][CH2:19][CH2:18][CH2:17]3)[CH:22]=2)[CH2:14][CH2:15]1)[C:3](=[O:9])[O:4][C:5]([CH3:8])([CH3:6])[CH3:7]. The catalyst class is: 4. (3) Reactant: [CH2:1]([O:3][C:4](=[O:31])[C:5]1[CH:10]=[CH:9][C:8]([O:11][C:12]2[CH:17]=[CH:16][C:15]([B:18]3[O:22][C:21](C)(C)C(C)(C)[O:19]3)=[C:14](CO)[CH:13]=2)=[CH:7][C:6]=1[O:29][CH3:30])[CH3:2].Cl.C1(B(O)O)C=CC=CC=1. Product: [CH2:1]([O:3][C:4](=[O:31])[C:5]1[CH:10]=[CH:9][C:8]([O:11][C:12]2[CH:17]=[CH:16][C:15]3[B:18]([OH:19])[O:22][CH2:21][C:14]=3[CH:13]=2)=[CH:7][C:6]=1[O:29][CH3:30])[CH3:2]. The catalyst class is: 5.